Dataset: Forward reaction prediction with 1.9M reactions from USPTO patents (1976-2016). Task: Predict the product of the given reaction. (1) Given the reactants [CH3:1][NH:2][CH:3]1[CH2:8][CH2:7][O:6][CH2:5][CH2:4]1.[N:9]1[S:10][N:11]=[C:12]2[CH:17]=[C:16]([C:18](O)=[O:19])[CH:15]=[CH:14][C:13]=12.C1C=CC2N(O)N=NC=2C=1.CCN=C=NCCCN(C)C, predict the reaction product. The product is: [CH3:1][N:2]([CH:3]1[CH2:8][CH2:7][O:6][CH2:5][CH2:4]1)[C:18]([C:16]1[CH:15]=[CH:14][C:13]2=[N:9][S:10][N:11]=[C:12]2[CH:17]=1)=[O:19]. (2) Given the reactants [Cl:1][C:2]1[S:3][C:4]([CH:7]=O)=[CH:5][N:6]=1.[C:9]([O:13][C:14]([NH:16][CH2:17][CH2:18][NH:19][CH2:20][C:21]1[CH:26]=[CH:25][C:24]([O:27][CH3:28])=[CH:23][CH:22]=1)=[O:15])([CH3:12])([CH3:11])[CH3:10].C(O[BH-](OC(=O)C)OC(=O)C)(=O)C.[Na+].S([O-])([O-])(=O)=O.[Mg+2], predict the reaction product. The product is: [C:9]([O:13][C:14]([NH:16][CH2:17][CH2:18][N:19]([CH2:7][C:4]1[S:3][C:2]([Cl:1])=[N:6][CH:5]=1)[CH2:20][C:21]1[CH:26]=[CH:25][C:24]([O:27][CH3:28])=[CH:23][CH:22]=1)=[O:15])([CH3:12])([CH3:11])[CH3:10]. (3) The product is: [C:38]1([CH:36]2[CH2:35][CH:34]([C:44](=[O:45])[NH:62][C:59]3[CH:60]=[C:61]4[C:56](=[CH:57][CH:58]=3)[N:55]([C:63]([C:70]3[CH:71]=[CH:72][CH:73]=[CH:74][CH:75]=3)([C:76]3[CH:77]=[CH:78][CH:79]=[CH:80][CH:81]=3)[C:64]3[CH:69]=[CH:68][CH:67]=[CH:66][CH:65]=3)[N:54]=[C:53]4[C:50]3[CH:51]=[CH:52][N:47]=[CH:48][CH:49]=3)[CH2:33][N:32]([C:30]([O:29][C:25]([CH3:28])([CH3:27])[CH3:26])=[O:31])[CH2:37]2)[CH:39]=[CH:40][CH:41]=[CH:42][CH:43]=1. Given the reactants F[P-](F)(F)(F)(F)F.N1(OC(N(C)C)=[N+](C)C)C2N=CC=CC=2N=N1.[C:25]([O:29][C:30]([N:32]1[CH2:37][CH:36]([C:38]2[CH:43]=[CH:42][CH:41]=[CH:40][CH:39]=2)[CH2:35][CH:34]([C:44](O)=[O:45])[CH2:33]1)=[O:31])([CH3:28])([CH3:27])[CH3:26].[N:47]1[CH:52]=[CH:51][C:50]([C:53]2[C:61]3[C:56](=[CH:57][CH:58]=[C:59]([NH2:62])[CH:60]=3)[N:55]([C:63]([C:76]3[CH:81]=[CH:80][CH:79]=[CH:78][CH:77]=3)([C:70]3[CH:75]=[CH:74][CH:73]=[CH:72][CH:71]=3)[C:64]3[CH:69]=[CH:68][CH:67]=[CH:66][CH:65]=3)[N:54]=2)=[CH:49][CH:48]=1.C(N(C(C)C)CC)(C)C, predict the reaction product. (4) Given the reactants [N+:1]([C:4]1[CH:13]=[C:12]2[C:7]([CH2:8][CH2:9][NH:10][C:11]2=[O:14])=[CH:6][CH:5]=1)([O-:3])=[O:2].I[C:16]1[CH:17]=[N:18][CH:19]=[CH:20][C:21]=1[CH3:22].P([O-])([O-])([O-])=O.[K+].[K+].[K+], predict the reaction product. The product is: [CH3:22][C:21]1[CH:20]=[CH:19][N:18]=[CH:17][C:16]=1[N:10]1[CH2:9][CH2:8][C:7]2[C:12](=[CH:13][C:4]([N+:1]([O-:3])=[O:2])=[CH:5][CH:6]=2)[C:11]1=[O:14]. (5) Given the reactants Cl[Si:2]([O:9][CH2:10][CH3:11])([O:6][CH2:7][CH3:8])[O:3][CH2:4][CH3:5].[C:12]([Mg]Br)#[CH:13], predict the reaction product. The product is: [CH2:4]([O:3][Si:2]([O:9][CH2:10][CH3:11])([O:6][CH2:7][CH3:8])[C:12]#[CH:13])[CH3:5].